This data is from Peptide-MHC class II binding affinity with 134,281 pairs from IEDB. The task is: Regression. Given a peptide amino acid sequence and an MHC pseudo amino acid sequence, predict their binding affinity value. This is MHC class II binding data. The peptide sequence is AFKVAATAANAAHAN. The MHC is HLA-DPA10103-DPB10301 with pseudo-sequence HLA-DPA10103-DPB10301. The binding affinity (normalized) is 0.610.